This data is from Drug-induced liver injury (DILI) classification data. The task is: Regression/Classification. Given a drug SMILES string, predict its toxicity properties. Task type varies by dataset: regression for continuous values (e.g., LD50, hERG inhibition percentage) or binary classification for toxic/non-toxic outcomes (e.g., AMES mutagenicity, cardiotoxicity, hepatotoxicity). Dataset: dili. (1) The drug is CC1CN(CC(Cc2ccccc2)C(=O)NCC(=O)O)CCC1(C)c1cccc(O)c1. The result is 0 (no liver injury). (2) The molecule is CCCCCCCCNC(C)C(O)c1ccc(SC(C)C)cc1. The result is 1 (causes liver injury).